This data is from Catalyst prediction with 721,799 reactions and 888 catalyst types from USPTO. The task is: Predict which catalyst facilitates the given reaction. (1) Reactant: [C:1](=O)([O:30]C1C=CC([N+]([O-])=O)=CC=1)[O:2][C@@H:3]1[CH2:19][C@@H:18]2[C@@:6]([CH3:29])([C@@H:7]3[C@@H:15]([CH2:16][CH2:17]2)[C@:14]2([OH:20])[C@@:10]([CH3:28])([C@@H:11]([C:21]4[CH:22]=[CH:23][C:24](=[O:27])[O:25][CH:26]=4)[CH2:12][CH2:13]2)[CH2:9][CH2:8]3)[CH2:5][CH2:4]1.[NH:41]1[CH2:46][CH2:45][NH:44][CH2:43][CH2:42]1. Product: [N:41]1([C:1]([O:2][C@@H:3]2[CH2:19][C@@H:18]3[C@@:6]([CH3:29])([C@@H:7]4[C@@H:15]([CH2:16][CH2:17]3)[C@:14]3([OH:20])[C@@:10]([CH3:28])([C@@H:11]([C:21]5[CH:22]=[CH:23][C:24](=[O:27])[O:25][CH:26]=5)[CH2:12][CH2:13]3)[CH2:9][CH2:8]4)[CH2:5][CH2:4]2)=[O:30])[CH2:46][CH2:45][NH:44][CH2:43][CH2:42]1. The catalyst class is: 2. (2) Reactant: Cl[C:2]1[CH:7]=[CH:6][CH:5]=[CH:4][N:3]=1.[NH2:8][C:9]1[S:10][CH:11]=[CH:12][N:13]=1.C([O-])([O-])=O.[Na+].[Na+].CC1(C)C2C(=C(P(C3C=CC=CC=3)C3C=CC=CC=3)C=CC=2)OC2C(P(C3C=CC=CC=3)C3C=CC=CC=3)=CC=CC1=2.O. Product: [N:3]1[CH:4]=[CH:5][CH:6]=[CH:7][C:2]=1[NH:8][C:9]1[S:10][CH:11]=[CH:12][N:13]=1. The catalyst class is: 101.